Dataset: HIV replication inhibition screening data with 41,000+ compounds from the AIDS Antiviral Screen. Task: Binary Classification. Given a drug SMILES string, predict its activity (active/inactive) in a high-throughput screening assay against a specified biological target. (1) The molecule is CCOC(=O)C(C(=O)OCC)=C1C=C(c2ccccc2)c2ccccc21. The result is 0 (inactive). (2) The drug is NNc1nc(Nc2ccccc2)nc(Nc2ccccc2)n1. The result is 0 (inactive). (3) The molecule is CC1=Nc2ccccc2C12C(c1ccccc1)C(c1ccccc1)C(=O)N1c3ccccc3CC12. The result is 0 (inactive). (4) The drug is Brc1c(OCc2ccccc2)ccc2ccccc12. The result is 0 (inactive). (5) The compound is CC(=O)Nc1[nH]n(C)c(=O)c1-c1nnc(C)s1. The result is 0 (inactive). (6) The compound is COC(=O)C(C(=NNC(N)=O)C(=O)Nc1ccc(C)cc1)c1nc2ccc([N+](=O)[O-])cc2nc1O. The result is 0 (inactive). (7) The compound is O=S1CCCCS1. The result is 0 (inactive). (8) The molecule is CC(C(=O)ON1C(=O)CCC1=O)c1ccc(C(=O)c2ccccc2)s1. The result is 0 (inactive).